Dataset: Forward reaction prediction with 1.9M reactions from USPTO patents (1976-2016). Task: Predict the product of the given reaction. (1) The product is: [NH2:1][C:4]1[CH:24]=[CH:23][C:7]2[CH2:8][CH2:9][N:10]([C:13]([O:15][CH2:16][C:17]3[CH:18]=[CH:19][CH:20]=[CH:21][CH:22]=3)=[O:14])[CH2:11][CH2:12][C:6]=2[CH:5]=1. Given the reactants [N+:1]([C:4]1[CH:24]=[CH:23][C:7]2[CH2:8][CH2:9][N:10]([C:13]([O:15][CH2:16][C:17]3[CH:22]=[CH:21][CH:20]=[CH:19][CH:18]=3)=[O:14])[CH2:11][CH2:12][C:6]=2[CH:5]=1)([O-])=O.[Cl-].[NH4+], predict the reaction product. (2) Given the reactants [C:1]([Si:5]([O:8][CH:9]([CH3:29])[C:10]([CH3:28])([O:12][C:13]1[CH:18]=[CH:17][C:16]([B:19]2[O:23]C(C)(C)C(C)(C)[O:20]2)=[CH:15][CH:14]=1)[CH3:11])([CH3:7])[CH3:6])([CH3:4])([CH3:3])[CH3:2].I([O-])(=O)(=O)=O.[Na+], predict the reaction product. The product is: [Si:5]([O:8][CH:9]([CH3:29])[C:10]([CH3:28])([CH3:11])[O:12][C:13]1[CH:18]=[CH:17][C:16]([B:19]([OH:20])[OH:23])=[CH:15][CH:14]=1)([C:1]([CH3:4])([CH3:3])[CH3:2])([CH3:7])[CH3:6].